This data is from Full USPTO retrosynthesis dataset with 1.9M reactions from patents (1976-2016). The task is: Predict the reactants needed to synthesize the given product. (1) Given the product [C:1]([C:5]1[N:10]=[CH:9][C:8]([C:11]2[N:12]([C:32]([N:34]3[CH2:35][C@@H:36]4[C@@H:38]([CH:37]4[C:40]([N:46]4[CH2:49][CH:48]([OH:50])[CH2:47]4)=[O:41])[CH2:39]3)=[O:33])[C@@:13]([C:25]3[CH:30]=[CH:29][C:28]([Cl:31])=[CH:27][CH:26]=3)([CH3:24])[C@@:14]([C:17]3[CH:22]=[CH:21][C:20]([Cl:23])=[CH:19][CH:18]=3)([CH3:16])[N:15]=2)=[C:7]([O:43][CH2:44][CH3:45])[CH:6]=1)([CH3:2])([CH3:3])[CH3:4], predict the reactants needed to synthesize it. The reactants are: [C:1]([C:5]1[N:10]=[CH:9][C:8]([C:11]2[N:12]([C:32]([N:34]3[CH2:39][C@@H:38]4[C@@H:36]([CH:37]4[C:40](O)=[O:41])[CH2:35]3)=[O:33])[C@@:13]([C:25]3[CH:30]=[CH:29][C:28]([Cl:31])=[CH:27][CH:26]=3)([CH3:24])[C@@:14]([C:17]3[CH:22]=[CH:21][C:20]([Cl:23])=[CH:19][CH:18]=3)([CH3:16])[N:15]=2)=[C:7]([O:43][CH2:44][CH3:45])[CH:6]=1)([CH3:4])([CH3:3])[CH3:2].[NH:46]1[CH2:49][CH:48]([OH:50])[CH2:47]1. (2) Given the product [CH2:12]([O:11][C:9]1[CH:10]=[C:5]([OH:4])[C:6]([C:20](=[O:29])[C:21]2[CH:22]=[CH:23][C:24]([O:27][CH3:28])=[CH:25][CH:26]=2)=[C:7]([CH2:15][C:16]([O:18][CH3:19])=[O:17])[CH:8]=1)[CH:13]=[CH2:14], predict the reactants needed to synthesize it. The reactants are: C([O:4][C:5]1[C:6]([C:20](=[O:29])[C:21]2[CH:26]=[CH:25][C:24]([O:27][CH3:28])=[CH:23][CH:22]=2)=[C:7]([CH2:15][C:16]([O:18][CH3:19])=[O:17])[CH:8]=[C:9]([O:11][CH2:12][CH:13]=[CH2:14])[CH:10]=1)C=C.B(Br)(Br)Br.CCCCCC.CO. (3) Given the product [OH:2][C:3]1[CH:10]=[CH:9][C:6]([CH:7]=[O:8])=[CH:5][C:4]=1[O:11][CH2:12][CH2:13][CH2:14][O:15][CH3:16], predict the reactants needed to synthesize it. The reactants are: C[O:2][C:3]1[CH:10]=[CH:9][C:6]([CH:7]=[O:8])=[CH:5][C:4]=1[O:11][CH2:12][CH2:13][CH2:14][O:15][CH3:16].C([S-])CC.[Na+]. (4) The reactants are: [Cl:1][C:2]1[CH:3]=[CH:4][C:5]([NH:8][C:9]([C:11]2[CH:16]=[CH:15][CH:14]=[CH:13][C:12]=2C(N)=O)=[O:10])=[N:6][CH:7]=1.[CH3:20][N:21]1[CH2:25][CH2:24][N:23]=[C:22]1SC.CC[N:30]([CH2:33][CH3:34])CC. Given the product [Cl:1][C:2]1[CH:3]=[CH:4][C:5]([NH:8][C:9]([C:11]2[CH:16]=[CH:15][CH:14]=[CH:13][C:12]=2[NH:8][C:9]([C:11]2[CH:16]=[CH:15][C:34]([CH2:33][NH:30][C:22]3[N:21]([CH3:20])[CH2:25][CH2:24][N:23]=3)=[CH:13][CH:12]=2)=[O:10])=[O:10])=[N:6][CH:7]=1, predict the reactants needed to synthesize it. (5) Given the product [Cl:1][C:2]1[C:10]([N+:11]([O-:13])=[O:12])=[CH:9][CH:8]=[C:7]([Cl:14])[C:3]=1[C:4]([Cl:18])=[O:5], predict the reactants needed to synthesize it. The reactants are: [Cl:1][C:2]1[C:10]([N+:11]([O-:13])=[O:12])=[CH:9][CH:8]=[C:7]([Cl:14])[C:3]=1[C:4](O)=[O:5].C(Cl)(=O)C([Cl:18])=O. (6) Given the product [NH2:34][C:32]1[S:33][C:1]([C:3]2[CH:4]=[C:5]3[C:13](=[CH:14][CH:15]=2)[N:12]([CH2:16][C:17]2[CH:22]=[CH:21][CH:20]=[C:19]([F:23])[CH:18]=2)[C:11]2[CH2:10][CH2:9][CH:8]([NH:24][C:25](=[O:29])[CH:26]([CH3:27])[CH3:28])[CH2:7][C:6]3=2)=[N:2][N:31]=1, predict the reactants needed to synthesize it. The reactants are: [C:1]([C:3]1[CH:4]=[C:5]2[C:13](=[CH:14][CH:15]=1)[N:12]([CH2:16][C:17]1[CH:22]=[CH:21][CH:20]=[C:19]([F:23])[CH:18]=1)[C:11]1[CH2:10][CH2:9][CH:8]([NH:24][C:25](=[O:29])[CH:26]([CH3:28])[CH3:27])[CH2:7][C:6]2=1)#[N:2].N[NH:31][C:32]([NH2:34])=[S:33].[NH4+].[OH-]. (7) Given the product [CH2:34]([S:36]([N:22]1[CH2:23][CH2:24][CH:19]([C:18]2[C:9]3[C:10](=[C:11]([C:13]([NH2:15])=[O:14])[N:12]=[C:7]([C:1]4[CH:6]=[CH:5][CH:4]=[CH:3][CH:2]=4)[CH:8]=3)[NH:16][CH:17]=2)[CH2:20][CH2:21]1)(=[O:38])=[O:37])[CH3:35], predict the reactants needed to synthesize it. The reactants are: [C:1]1([C:7]2[CH:8]=[C:9]3[C:18]([CH:19]4[CH2:24][CH2:23][NH:22][CH2:21][CH2:20]4)=[CH:17][NH:16][C:10]3=[C:11]([C:13]([NH2:15])=[O:14])[N:12]=2)[CH:6]=[CH:5][CH:4]=[CH:3][CH:2]=1.CCN(C(C)C)C(C)C.[CH2:34]([S:36](Cl)(=[O:38])=[O:37])[CH3:35].